This data is from Forward reaction prediction with 1.9M reactions from USPTO patents (1976-2016). The task is: Predict the product of the given reaction. (1) Given the reactants [CH:1]1[CH:2]=[CH:3][C:4]2N(O)N=N[C:5]=2[CH:6]=1.[NH3:11].CN(C(ON1N=[N:27][C:22]2[CH:23]=[CH:24][CH:25]=[CH:26]C1=2)=[N+](C)C)C.[B-](F)(F)(F)F.CC[N:36]([CH:40]([CH3:42])C)[CH:37]([CH3:39])C.[OH2:43].[CH3:44]N(C=O)C, predict the reaction product. The product is: [CH:5]1([C:44]2[NH:11][C:25]([C:26]3[CH:39]=[CH:37][N:36]=[CH:40][CH:42]=3)=[CH:24][C:23]=2[C:22]([NH2:27])=[O:43])[CH2:4][CH2:3][CH2:2][CH2:1][CH2:6]1. (2) Given the reactants Cl.[NH2:2][C@H:3]1[CH2:7][C@@H:6]([N:8]2[CH:16]=[N:15][C:14]3[C:9]2=[N:10][CH:11]=[N:12][C:13]=3[NH:17][CH:18]2[CH2:22][CH2:21][CH2:20][CH2:19]2)[C@H:5]([OH:23])[C@@H:4]1[OH:24].CCN(C(C)C)C(C)C.[C:34](Cl)(=[O:37])[CH2:35][CH3:36], predict the reaction product. The product is: [CH:18]1([NH:17][C:13]2[N:12]=[CH:11][N:10]=[C:9]3[C:14]=2[N:15]=[CH:16][N:8]3[C@@H:6]2[CH2:7][C@H:3]([NH:2][C:34](=[O:37])[CH2:35][CH3:36])[C@@H:4]([OH:24])[C@H:5]2[OH:23])[CH2:22][CH2:21][CH2:20][CH2:19]1. (3) Given the reactants [CH3:1][O:2][C:3]1[CH:4]=[C:5]([C:13]#[C:14][C:15]2[C:20]([C:21](=[O:23])[CH3:22])=[CH:19][CH:18]=[CH:17][N:16]=2)[CH:6]=[C:7]([O:11][CH3:12])[C:8]=1[O:9][CH3:10].[OH-].[Na+].O.OS([O-])(=O)=O.[K+], predict the reaction product. The product is: [CH3:12][O:11][C:7]1[CH:6]=[C:5]([C:13]2[CH:22]=[C:21]([OH:23])[C:20]3[CH:19]=[CH:18][CH:17]=[N:16][C:15]=3[CH:14]=2)[CH:4]=[C:3]([O:2][CH3:1])[C:8]=1[O:9][CH3:10].